From a dataset of Forward reaction prediction with 1.9M reactions from USPTO patents (1976-2016). Predict the product of the given reaction. The product is: [Br:1][C:2]1[CH:3]=[C:4]([NH:10][CH:12]([CH3:13])[CH3:18])[C:5]([NH:8][CH3:9])=[N:6][CH:7]=1.[Br:1][C:2]1[CH:3]=[C:4]2[NH:10][C:28]([CH3:29])([CH3:12])[N:8]([CH3:9])[C:5]2=[N:6][CH:7]=1. Given the reactants [Br:1][C:2]1[CH:3]=[C:4]([NH2:10])[C:5]([NH:8][CH3:9])=[N:6][CH:7]=1.F[C:12](F)(F)[C:13](O)=O.[C:18](O[BH-](O[C:28](=O)[CH3:29])OC(=O)C)(=O)C.[Na+].[OH-].[Na+], predict the reaction product.